This data is from TCR-epitope binding with 47,182 pairs between 192 epitopes and 23,139 TCRs. The task is: Binary Classification. Given a T-cell receptor sequence (or CDR3 region) and an epitope sequence, predict whether binding occurs between them. (1) Result: 1 (the TCR binds to the epitope). The epitope is AVFDRKSDAK. The TCR CDR3 sequence is CASSSFDGLNSPLHF. (2) The TCR CDR3 sequence is CASSQGFQAIQYF. The epitope is RQLLFVVEV. Result: 1 (the TCR binds to the epitope).